From a dataset of Full USPTO retrosynthesis dataset with 1.9M reactions from patents (1976-2016). Predict the reactants needed to synthesize the given product. (1) Given the product [F:24][C:2]([F:1])([F:25])[C:3]1[CH:4]=[CH:5][C:6]([CH:9]2[CH2:14][NH:13][CH2:12][CH:11]([NH:15][C:16]([C:17]3[CH:22]=[CH:21][CH:20]=[CH:19][CH:18]=3)=[O:23])[CH2:10]2)=[CH:7][CH:8]=1, predict the reactants needed to synthesize it. The reactants are: [F:1][C:2]([F:25])([F:24])[C:3]1[CH:8]=[CH:7][C:6]([C:9]2[CH:10]=[C:11]([NH:15][C:16](=[O:23])[C:17]3[CH:22]=[CH:21][CH:20]=[CH:19][CH:18]=3)[CH:12]=[N:13][CH:14]=2)=[CH:5][CH:4]=1. (2) The reactants are: [CH2:1](Br)[CH2:2][CH2:3][CH2:4][CH2:5][CH2:6][CH3:7].[C:9]1(B(O)O)[CH:14]=[CH:13][CH:12]=[CH:11][CH:10]=1.CC(C)([O-])C.[K+].C(O)(CC)(C)C.C1([B-](C2C=CC=CC=2)(C2C=CC=CC=2)C2C=CC=CC=2)C=CC=CC=1.C([PH+](C(C)(C)C)C)(C)(C)C. Given the product [C:9]1([CH2:1][CH2:2][CH2:3][CH2:4][CH2:5][CH2:6][CH3:7])[CH:14]=[CH:13][CH:12]=[CH:11][CH:10]=1, predict the reactants needed to synthesize it. (3) Given the product [C:20]1([S:26]([N:10]2[C:7]3=[N:8][CH:9]=[C:4]([N+:1]([O-:3])=[O:2])[CH:5]=[C:6]3[CH:12]=[CH:11]2)(=[O:28])=[O:27])[CH:25]=[CH:24][CH:23]=[CH:22][CH:21]=1, predict the reactants needed to synthesize it. The reactants are: [N+:1]([C:4]1[CH:5]=[C:6]2[CH:12]=[CH:11][NH:10][C:7]2=[N:8][CH:9]=1)([O-:3])=[O:2].C(N(CC)CC)C.[C:20]1([S:26](Cl)(=[O:28])=[O:27])[CH:25]=[CH:24][CH:23]=[CH:22][CH:21]=1. (4) The reactants are: [CH2:1]([C:3]1([CH2:11][CH3:12])[CH2:7][CH:6]([CH2:8][I:9])[O:5][C:4]1=[O:10])[CH3:2].[CH2:13](C1(C(O)=O)CCCCC1)C=C.C(C(CC)(CC=C)C(O)=O)C. Given the product [I:9][CH2:8][CH:6]1[CH2:7][C:3]2([CH2:1][CH2:2][CH2:13][CH2:12][CH2:11]2)[C:4](=[O:10])[O:5]1, predict the reactants needed to synthesize it. (5) Given the product [NH2:31][CH2:30][C:29]1[CH:28]=[C:27]([N:23]2[C:24]3[C:25](=[O:26])[N:17]([C:14]4[CH:13]=[CH:12][C:11]([C:6]5[CH:7]=[CH:8][CH:9]=[CH:10][C:5]=5[S:2]([CH3:1])(=[O:4])=[O:3])=[CH:16][CH:15]=4)[C:18](=[O:38])[N:19]([CH2:35][CH2:36][CH3:37])[C:20]=3[N:21]=[CH:22]2)[CH:34]=[CH:33][CH:32]=1, predict the reactants needed to synthesize it. The reactants are: [CH3:1][S:2]([C:5]1[CH:10]=[CH:9][CH:8]=[CH:7][C:6]=1[C:11]1[CH:16]=[CH:15][C:14]([N:17]2[C:25](=[O:26])[C:24]3[N:23]([C:27]4[CH:28]=[C:29]([CH:32]=[CH:33][CH:34]=4)[C:30]#[N:31])[CH:22]=[N:21][C:20]=3[N:19]([CH2:35][CH2:36][CH3:37])[C:18]2=[O:38])=[CH:13][CH:12]=1)(=[O:4])=[O:3].Cl.